This data is from Forward reaction prediction with 1.9M reactions from USPTO patents (1976-2016). The task is: Predict the product of the given reaction. (1) Given the reactants [CH:1]1([C@H:4]2[C@H:13]([CH3:14])[C@@H:12]([NH:15][C:16]3[CH:21]=[N:20][C:19]([CH3:22])=[CH:18][N:17]=3)[C:11]3[C:6](=[CH:7][CH:8]=[C:9]([C:23]4[CH2:24][CH2:25][O:26][CH2:27][CH:28]=4)[CH:10]=3)[N:5]2[C:29](=[O:31])[CH3:30])[CH2:3][CH2:2]1, predict the reaction product. The product is: [CH:1]1([C@H:4]2[C@H:13]([CH3:14])[C@@H:12]([NH:15][C:16]3[CH:21]=[N:20][C:19]([CH3:22])=[CH:18][N:17]=3)[C:11]3[C:6](=[CH:7][CH:8]=[C:9]([CH:23]4[CH2:24][CH2:25][O:26][CH2:27][CH2:28]4)[CH:10]=3)[N:5]2[C:29](=[O:31])[CH3:30])[CH2:2][CH2:3]1. (2) Given the reactants C(OC(=O)[NH:7][CH2:8][CH:9]1[CH2:14][CH2:13][N:12]([C:15]2[C:20]([NH:21][C:22](=[O:30])[C:23]3[CH:28]=[CH:27][CH:26]=[C:25]([Cl:29])[CH:24]=3)=[CH:19][C:18]([S:31]([CH3:34])(=[O:33])=[O:32])=[CH:17][N:16]=2)[CH2:11][CH2:10]1)(C)(C)C, predict the reaction product. The product is: [NH2:7][CH2:8][CH:9]1[CH2:10][CH2:11][N:12]([C:15]2[C:20]([NH:21][C:22](=[O:30])[C:23]3[CH:28]=[CH:27][CH:26]=[C:25]([Cl:29])[CH:24]=3)=[CH:19][C:18]([S:31]([CH3:34])(=[O:32])=[O:33])=[CH:17][N:16]=2)[CH2:13][CH2:14]1. (3) Given the reactants Cl[CH2:2][C:3]1[CH:12]=[CH:11][C:10]2[C:5](=[CH:6][C:7]([O:17][CH3:18])=[C:8]([O:15][CH3:16])[C:9]=2[O:13][CH3:14])[CH:4]=1.[NH:19]1[CH2:25][CH2:24][CH2:23][NH:22][CH2:21][CH2:20]1, predict the reaction product. The product is: [CH3:14][O:13][C:9]1[C:8]([O:15][CH3:16])=[C:7]([O:17][CH3:18])[CH:6]=[C:5]2[C:10]=1[CH:11]=[CH:12][C:3]([CH2:2][N:19]1[CH2:25][CH2:24][CH2:23][N:22]([CH2:2][C:3]3[CH:12]=[CH:11][C:10]4[C:5](=[CH:6][C:7]([O:17][CH3:18])=[C:8]([O:15][CH3:16])[C:9]=4[O:13][CH3:14])[CH:4]=3)[CH2:21][CH2:20]1)=[CH:4]2.